The task is: Predict which catalyst facilitates the given reaction.. This data is from Catalyst prediction with 721,799 reactions and 888 catalyst types from USPTO. Reactant: C(OC([N:8]1[CH2:13][CH2:12][N:11]([C:14]2[CH:19]=[CH:18][C:17]([C:20]([F:23])([F:22])[F:21])=[CH:16][CH:15]=2)[CH:10]([CH3:24])[CH2:9]1)=O)(C)(C)C.[ClH:25]. Product: [ClH:25].[CH3:24][CH:10]1[CH2:9][NH:8][CH2:13][CH2:12][N:11]1[C:14]1[CH:15]=[CH:16][C:17]([C:20]([F:23])([F:21])[F:22])=[CH:18][CH:19]=1. The catalyst class is: 440.